Dataset: Full USPTO retrosynthesis dataset with 1.9M reactions from patents (1976-2016). Task: Predict the reactants needed to synthesize the given product. (1) Given the product [CH3:1][O:2][C:3]([C:4]1[CH:9]=[C:8]2[C:7]([S:10](=[O:22])(=[O:23])[NH:11][C:12]3[C:13]2=[CH:14][CH:15]=[C:16]2[C:21]=3[N:20]=[CH:19][CH:18]=[CH:17]2)=[CH:6][CH:5]=1)=[O:25], predict the reactants needed to synthesize it. The reactants are: [CH3:1][O:2][C:3](=[O:25])[C:4]1[CH:9]=[CH:8][C:7]([S:10](=[O:23])(=[O:22])[NH:11][C:12]2[CH:13]=[CH:14][CH:15]=[C:16]3[C:21]=2[N:20]=[CH:19][CH:18]=[CH:17]3)=[C:6](N)[CH:5]=1.N(OC(C)(C)C)=O.CC(O)=O. (2) Given the product [Cl:26][C:12]1[CH:13]=[CH:14][C:9]([O:8][CH3:7])=[C:10]([C:19]23[O:25][CH:24]2[CH2:23][CH2:22][CH2:21][CH2:20]3)[CH:11]=1, predict the reactants needed to synthesize it. The reactants are: C1([CH2:7][O:8][C:9]2[CH:14]=[CH:13][C:12](C(F)(F)F)=[CH:11][C:10]=2[C:19]23[O:25][CH:24]2[CH2:23][CH2:22][CH2:21][CH2:20]3)C=CC=CC=1.[Cl:26]C1C=CC(OC)=C(C2CCCCC=2)C=1. (3) Given the product [C:33]([OH:35])(=[O:34])[CH:32]([CH2:31][C:37]([OH:39])=[O:38])[OH:36].[F:1][C:2]1[CH:3]=[C:4]([CH:26]=[CH:27][C:28]=1[O:29][CH3:30])[CH2:5][C:6]1[C:15]2[NH:16][C:17]3[CH:18]=[CH:19][CH:20]=[CH:21][C:22]=3[C:14]=2[C:13]2[C@H:12]([OH:23])[CH2:11][C:10]([CH3:25])([CH3:24])[CH2:9][C:8]=2[N:7]=1, predict the reactants needed to synthesize it. The reactants are: [F:1][C:2]1[CH:3]=[C:4]([CH:26]=[CH:27][C:28]=1[O:29][CH3:30])[CH2:5][C:6]1[C:15]2[NH:16][C:17]3[CH:18]=[CH:19][CH:20]=[CH:21][C:22]=3[C:14]=2[C:13]2[C@@H:12]([OH:23])[CH2:11][C:10]([CH3:25])([CH3:24])[CH2:9][C:8]=2[N:7]=1.[CH2:31]([C:37]([OH:39])=[O:38])[C@H:32]([OH:36])[C:33]([OH:35])=[O:34].